From a dataset of Full USPTO retrosynthesis dataset with 1.9M reactions from patents (1976-2016). Predict the reactants needed to synthesize the given product. Given the product [Si:1]([O:8][CH2:9][CH:10]([CH2:13][O:14][Si:15]([C:18]([CH3:21])([CH3:20])[CH3:19])([CH3:16])[CH3:17])[CH2:11][O:12][S:30]([CH3:29])(=[O:32])=[O:31])([C:4]([CH3:5])([CH3:7])[CH3:6])([CH3:3])[CH3:2], predict the reactants needed to synthesize it. The reactants are: [Si:1]([O:8][CH2:9][CH:10]([CH2:13][O:14][Si:15]([C:18]([CH3:21])([CH3:20])[CH3:19])([CH3:17])[CH3:16])[CH2:11][OH:12])([C:4]([CH3:7])([CH3:6])[CH3:5])([CH3:3])[CH3:2].C(N(CC)CC)C.[CH3:29][S:30](Cl)(=[O:32])=[O:31].